From a dataset of Forward reaction prediction with 1.9M reactions from USPTO patents (1976-2016). Predict the product of the given reaction. Given the reactants [C:1]1([CH2:7][C:8]#[N:9])[CH:6]=[CH:5][CH:4]=[CH:3][CH:2]=1.[CH:10](OC(C)C)([CH3:12])[CH3:11].CC(C)=[O:19], predict the reaction product. The product is: [CH3:11][C:10]1([CH3:12])[C:6]2[C:1](=[CH:2][CH:3]=[CH:4][CH:5]=2)[CH2:7][C:8](=[O:19])[NH:9]1.